This data is from NCI-60 drug combinations with 297,098 pairs across 59 cell lines. The task is: Regression. Given two drug SMILES strings and cell line genomic features, predict the synergy score measuring deviation from expected non-interaction effect. (1) Drug 1: C1C(C(OC1N2C=C(C(=O)NC2=O)F)CO)O. Drug 2: C1CCC(C(C1)N)N.C(=O)(C(=O)[O-])[O-].[Pt+4]. Cell line: PC-3. Synergy scores: CSS=28.2, Synergy_ZIP=-8.31, Synergy_Bliss=-0.650, Synergy_Loewe=-17.9, Synergy_HSA=3.40. (2) Drug 1: CCC(=C(C1=CC=CC=C1)C2=CC=C(C=C2)OCCN(C)C)C3=CC=CC=C3.C(C(=O)O)C(CC(=O)O)(C(=O)O)O. Drug 2: CS(=O)(=O)CCNCC1=CC=C(O1)C2=CC3=C(C=C2)N=CN=C3NC4=CC(=C(C=C4)OCC5=CC(=CC=C5)F)Cl. Cell line: MCF7. Synergy scores: CSS=10.2, Synergy_ZIP=-0.591, Synergy_Bliss=3.48, Synergy_Loewe=2.76, Synergy_HSA=4.77. (3) Drug 1: CCC1=C2CN3C(=CC4=C(C3=O)COC(=O)C4(CC)O)C2=NC5=C1C=C(C=C5)O. Drug 2: CCC1(CC2CC(C3=C(CCN(C2)C1)C4=CC=CC=C4N3)(C5=C(C=C6C(=C5)C78CCN9C7C(C=CC9)(C(C(C8N6C)(C(=O)OC)O)OC(=O)C)CC)OC)C(=O)OC)O.OS(=O)(=O)O. Cell line: RPMI-8226. Synergy scores: CSS=1.00, Synergy_ZIP=1.18, Synergy_Bliss=3.16, Synergy_Loewe=-1.09, Synergy_HSA=-0.508.